Dataset: Full USPTO retrosynthesis dataset with 1.9M reactions from patents (1976-2016). Task: Predict the reactants needed to synthesize the given product. Given the product [Cl:17][S:13]([C:6]1[CH:5]=[C:4]([CH:9]=[CH:8][C:7]=1[O:10][CH3:11])[C:3]([O:2][CH3:1])=[O:12])(=[O:15])=[O:14], predict the reactants needed to synthesize it. The reactants are: [CH3:1][O:2][C:3](=[O:12])[C:4]1[CH:9]=[CH:8][C:7]([O:10][CH3:11])=[CH:6][CH:5]=1.[S:13]([Cl:17])(=O)(=[O:15])[OH:14].